This data is from Reaction yield outcomes from USPTO patents with 853,638 reactions. The task is: Predict the reaction yield, written as a fraction of the theoretical maximum amount of product (1.0 means a 100% yield; for example, 0.34 means a 34% yield). The reactants are [Br:1][C:2]1[CH:7]=[C:6](Br)[C:5]([N+:9]([O-:11])=[O:10])=[CH:4][N:3]=1.[F:12][C:13]([F:17])([F:16])[CH2:14][NH2:15]. No catalyst specified. The product is [Br:1][C:2]1[CH:7]=[C:6]([NH:15][CH2:14][C:13]([F:17])([F:16])[F:12])[C:5]([N+:9]([O-:11])=[O:10])=[CH:4][N:3]=1. The yield is 0.790.